Dataset: Forward reaction prediction with 1.9M reactions from USPTO patents (1976-2016). Task: Predict the product of the given reaction. Given the reactants [H-].[Na+].[CH3:3][O:4][C:5]1[CH:10]=[CH:9][CH:8]=[CH:7][C:6]=1[CH2:11][NH:12][C:13]1[CH:20]=[CH:19][C:16]([C:17]#[N:18])=[C:15]([C:21]([F:24])([F:23])[F:22])[CH:14]=1.Br[CH:26]([CH3:32])[C:27]([N:29]([CH3:31])[CH3:30])=[O:28], predict the reaction product. The product is: [C:17]([C:16]1[CH:19]=[CH:20][C:13]([N:12]([CH2:11][C:6]2[CH:7]=[CH:8][CH:9]=[CH:10][C:5]=2[O:4][CH3:3])[C@H:26]([C:27]([N:29]([CH3:31])[CH3:30])=[O:28])[CH3:32])=[CH:14][C:15]=1[C:21]([F:22])([F:23])[F:24])#[N:18].